This data is from Catalyst prediction with 721,799 reactions and 888 catalyst types from USPTO. The task is: Predict which catalyst facilitates the given reaction. (1) Reactant: [F:1][C:2]1[CH:30]=[CH:29][C:5]([CH2:6][C:7]2[N:11]([CH2:12][C:13]([N:15]3[CH2:20][CH2:19][CH:18](NC)[CH2:17][CH2:16]3)=[O:14])[N:10]=[C:9]([C:23]3[CH:28]=[CH:27][N:26]=[CH:25][CH:24]=3)[CH:8]=2)=[CH:4][CH:3]=1.[CH2:31]([N:33](CC)CC)C.Cl[C:39]([O:41][CH3:42])=[O:40]. Product: [F:1][C:2]1[CH:3]=[CH:4][C:5]([CH2:6][C:7]2[N:11]([CH2:12][C:13]([N:15]3[CH2:16][CH2:17][CH:18]([CH2:31][NH:33][C:39](=[O:40])[O:41][CH3:42])[CH2:19][CH2:20]3)=[O:14])[N:10]=[C:9]([C:23]3[CH:24]=[CH:25][N:26]=[CH:27][CH:28]=3)[CH:8]=2)=[CH:29][CH:30]=1. The catalyst class is: 2. (2) Reactant: [CH3:1][O:2][C:3]1[CH:11]=[CH:10][C:6]([C:7]([OH:9])=[O:8])=[CH:5][C:4]=1[N:12]([CH2:17][C:18]([N:20]1[CH2:25][CH2:24][N:23]([CH3:26])[CH2:22][CH2:21]1)=[O:19])[S:13]([CH3:16])(=[O:15])=[O:14].[Cl:27][C:28]1[CH:29]=[N+:30]([O-:53])[CH:31]=[C:32]([Cl:52])[C:33]=1[CH2:34][C@@H:35]([C:37]1[CH:42]=[CH:41][C:40]([O:43][CH:44]([F:46])[F:45])=[C:39]([O:47][CH2:48][CH:49]2[CH2:51][CH2:50]2)[CH:38]=1)O.C(Cl)CCl. Product: [Cl:27][C:28]1[CH:29]=[N+:30]([O-:53])[CH:31]=[C:32]([Cl:52])[C:33]=1[CH2:34][C@@H:35]([C:37]1[CH:42]=[CH:41][C:40]([O:43][CH:44]([F:46])[F:45])=[C:39]([O:47][CH2:48][CH:49]2[CH2:51][CH2:50]2)[CH:38]=1)[O:8][C:7](=[O:9])[C:6]1[CH:10]=[CH:11][C:3]([O:2][CH3:1])=[C:4]([N:12]([CH2:17][C:18]([N:20]2[CH2:21][CH2:22][N:23]([CH3:26])[CH2:24][CH2:25]2)=[O:19])[S:13]([CH3:16])(=[O:15])=[O:14])[CH:5]=1. The catalyst class is: 64. (3) The catalyst class is: 30. Reactant: [CH3:1][O:2][CH:3]([O:8][C:9]1[CH:18]=[CH:17][C:16]2[C:11](=[CH:12][C:13]([C:19]#[C:20][Si](C)(C)C)=[CH:14][CH:15]=2)[CH:10]=1)[C:4]([O:6]C)=[O:5].O.[OH-].[Li+].C(OCC)(=O)C.Cl. Product: [C:19]([C:13]1[CH:12]=[C:11]2[C:16]([CH:17]=[CH:18][C:9]([O:8][CH:3]([O:2][CH3:1])[C:4]([OH:6])=[O:5])=[CH:10]2)=[CH:15][CH:14]=1)#[CH:20]. (4) Reactant: [C:1]1([NH:7][C:8]2[C:9]([NH2:14])=[CH:10][CH:11]=[CH:12][CH:13]=2)[CH:6]=[CH:5][CH:4]=[CH:3][CH:2]=1.[C:15]([O:19][C:20]([NH:22][C@@H:23]([CH2:27][CH3:28])[C:24](O)=O)=[O:21])([CH3:18])([CH3:17])[CH3:16].C1C=NC2N(O)N=NC=2C=1.Cl.CN(C)CCCN=C=NCC.CN1CCOCC1. Product: [C:15]([O:19][C:20](=[O:21])[NH:22][C@H:23]([C:24]1[N:7]([C:1]2[CH:2]=[CH:3][CH:4]=[CH:5][CH:6]=2)[C:8]2[CH:13]=[CH:12][CH:11]=[CH:10][C:9]=2[N:14]=1)[CH2:27][CH3:28])([CH3:18])([CH3:17])[CH3:16]. The catalyst class is: 2.